From a dataset of Catalyst prediction with 721,799 reactions and 888 catalyst types from USPTO. Predict which catalyst facilitates the given reaction. (1) Reactant: [NH2:1][C@@H:2]1[C:12]2=[C:13]3[C:8](=[CH:9][CH:10]=[C:11]2[F:14])[CH:7]=[CH:6][C:5](=[O:15])[N:4]3[CH2:3]1.[OH2:16]. Product: [C:8]([O:16][C:5](=[O:15])[NH:4][CH2:3][CH2:2][NH:1][C@@H:2]1[C:12]2=[C:13]3[C:8](=[CH:9][CH:10]=[C:11]2[F:14])[CH:7]=[CH:6][C:5](=[O:15])[N:4]3[CH2:3]1)([CH3:13])([CH3:9])[CH3:7]. The catalyst class is: 512. (2) Reactant: CCN=C=NCCCN(C)C.[F:12][C:13]1[CH:18]=[CH:17][C:16]([N:19]2[CH2:23][CH2:22][CH:21]([C:24]([OH:26])=O)[C:20]2=[O:27])=[CH:15][CH:14]=1.C1C=CC2N(O)N=NC=2C=1.[F:38][C:39]1[CH:40]=[C:41]([CH:43]=[CH:44][C:45]=1[O:46][C:47]1[C:56]2[C:51](=[CH:52][C:53]([O:59][CH2:60][CH2:61][CH2:62][N:63]3[CH2:68][CH2:67][O:66][CH2:65][CH2:64]3)=[C:54]([O:57][CH3:58])[CH:55]=2)[N:50]=[CH:49][CH:48]=1)[NH2:42].CCN(CC)CC. Product: [F:38][C:39]1[CH:40]=[C:41]([NH:42][C:24]([CH:21]2[CH2:22][CH2:23][N:19]([C:16]3[CH:15]=[CH:14][C:13]([F:12])=[CH:18][CH:17]=3)[C:20]2=[O:27])=[O:26])[CH:43]=[CH:44][C:45]=1[O:46][C:47]1[C:56]2[C:51](=[CH:52][C:53]([O:59][CH2:60][CH2:61][CH2:62][N:63]3[CH2:68][CH2:67][O:66][CH2:65][CH2:64]3)=[C:54]([O:57][CH3:58])[CH:55]=2)[N:50]=[CH:49][CH:48]=1. The catalyst class is: 31. (3) Reactant: [C:1]([O:5][C:6]([NH:8][C@@H:9]([CH2:14][C:15]([F:18])([F:17])[CH3:16])[C:10](OC)=[O:11])=[O:7])([CH3:4])([CH3:3])[CH3:2].[H-].[Al+3].[Li+].[H-].[H-].[H-]. Product: [F:17][C:15]([F:18])([CH3:16])[CH2:14][C@H:9]([NH:8][C:6](=[O:7])[O:5][C:1]([CH3:2])([CH3:3])[CH3:4])[CH2:10][OH:11]. The catalyst class is: 7. (4) Reactant: Cl.[NH2:2][C:3]1[S:4][CH:5]=[C:6]([C:8](=[O:10])[CH3:9])[N:7]=1.[OH-].[NH4+]. Product: [NH2:2][C:3]1[S:4][CH:5]=[C:6]([C:8](=[O:10])[CH3:9])[N:7]=1. The catalyst class is: 6. (5) Reactant: [CH2:1]=[C:2]1[CH2:6][CH2:5][C:4]([CH2:11][CH:12]([CH3:14])[CH3:13])([C:7]([O:9]C)=[O:8])[CH2:3]1.O.[OH-].[Li+]. Product: [CH2:1]=[C:2]1[CH2:6][CH2:5][C:4]([CH2:11][CH:12]([CH3:14])[CH3:13])([C:7]([OH:9])=[O:8])[CH2:3]1. The catalyst class is: 38.